Dataset: NCI-60 drug combinations with 297,098 pairs across 59 cell lines. Task: Regression. Given two drug SMILES strings and cell line genomic features, predict the synergy score measuring deviation from expected non-interaction effect. Drug 1: CCC(=C(C1=CC=CC=C1)C2=CC=C(C=C2)OCCN(C)C)C3=CC=CC=C3.C(C(=O)O)C(CC(=O)O)(C(=O)O)O. Drug 2: CC1=C(C(=CC=C1)Cl)NC(=O)C2=CN=C(S2)NC3=CC(=NC(=N3)C)N4CCN(CC4)CCO. Cell line: HS 578T. Synergy scores: CSS=21.9, Synergy_ZIP=7.70, Synergy_Bliss=10.8, Synergy_Loewe=3.01, Synergy_HSA=11.6.